Task: Regression. Given a peptide amino acid sequence and an MHC pseudo amino acid sequence, predict their binding affinity value. This is MHC class II binding data.. Dataset: Peptide-MHC class II binding affinity with 134,281 pairs from IEDB (1) The peptide sequence is NSFKPFAEYKSDYVY. The MHC is HLA-DPA10201-DPB10501 with pseudo-sequence HLA-DPA10201-DPB10501. The binding affinity (normalized) is 0.327. (2) The binding affinity (normalized) is 0. The peptide sequence is SGHESDSNSNEGRHHLLVSGAGDGPPL. The MHC is DRB1_0301 with pseudo-sequence DRB1_0301. (3) The peptide sequence is TKWDNSFLEILYG. The MHC is DRB1_1101 with pseudo-sequence DRB1_1101. The binding affinity (normalized) is 0.0411. (4) The peptide sequence is YDKFLANVSTVKTGK. The MHC is DRB1_0701 with pseudo-sequence DRB1_0701. The binding affinity (normalized) is 0.549. (5) The peptide sequence is TEKGMKNVFDDVVPE. The MHC is HLA-DPA10201-DPB10101 with pseudo-sequence HLA-DPA10201-DPB10101. The binding affinity (normalized) is 0.181. (6) The peptide sequence is LFGKKNLIPSSASPW. The MHC is DRB1_0901 with pseudo-sequence DRB1_0901. The binding affinity (normalized) is 0.744. (7) The peptide sequence is CGYKDVDKPPFDGMT. The MHC is DRB1_0401 with pseudo-sequence DRB1_0401. The binding affinity (normalized) is 0.508. (8) The binding affinity (normalized) is 0.157. The MHC is DRB1_0401 with pseudo-sequence DRB1_0401. The peptide sequence is PGVSGPMGPRGPP. (9) The peptide sequence is DLTILGLAAEWVLAY. The MHC is DRB1_0301 with pseudo-sequence DRB1_0301. The binding affinity (normalized) is 0.353.